This data is from Catalyst prediction with 721,799 reactions and 888 catalyst types from USPTO. The task is: Predict which catalyst facilitates the given reaction. (1) Reactant: Br[CH2:2][C:3]([C:5]1[C:10]([F:11])=[CH:9][C:8]([O:12][CH3:13])=[CH:7][C:6]=1[Cl:14])=O.[NH2:15][C:16]([NH2:18])=[S:17]. Product: [Cl:14][C:6]1[CH:7]=[C:8]([O:12][CH3:13])[CH:9]=[C:10]([F:11])[C:5]=1[C:3]1[N:15]=[C:16]([NH2:18])[S:17][CH:2]=1. The catalyst class is: 14. (2) Reactant: Cl.[Cl:2][C:3]1[CH:8]=[CH:7][C:6]([C@@H:9]([C:20]2[CH:25]=[CH:24][C:23]([CH:26]3[CH2:31][CH2:30][N:29](C(OC(C)(C)C)=O)[CH2:28][CH2:27]3)=[CH:22][CH:21]=2)[CH2:10][C:11]([C:13]2[CH:18]=[CH:17][N:16]=[C:15]([CH3:19])[CH:14]=2)=[O:12])=[C:5]([CH3:39])[CH:4]=1. Product: [Cl:2][C:3]1[CH:8]=[CH:7][C:6]([C@@H:9]([C:20]2[CH:21]=[CH:22][C:23]([CH:26]3[CH2:27][CH2:28][NH:29][CH2:30][CH2:31]3)=[CH:24][CH:25]=2)[CH2:10][C:11]([C:13]2[CH:18]=[CH:17][N:16]=[C:15]([CH3:19])[CH:14]=2)=[O:12])=[C:5]([CH3:39])[CH:4]=1. The catalyst class is: 8. (3) Reactant: [N+:1]([C:4]1[CH:5]=[C:6]2[C:10](=[CH:11][CH:12]=1)[N:9]([CH2:13][C:14]([O:16][CH3:17])=[O:15])[CH:8]=[CH:7]2)([O-])=O. Product: [NH2:1][C:4]1[CH:5]=[C:6]2[C:10](=[CH:11][CH:12]=1)[N:9]([CH2:13][C:14]([O:16][CH3:17])=[O:15])[CH:8]=[CH:7]2. The catalyst class is: 458. (4) Reactant: [Cl-].O[NH3+:3].[C:4](=[O:7])([O-])[OH:5].[Na+].CS(C)=O.[CH3:13][C:14]1([CH3:51])[CH2:18][C:17]2[CH:19]=[CH:20][CH:21]=[C:22]([O:23][C:24]3[C:29](=[O:30])[N:28]([CH2:31][C:32]4[CH:37]=[CH:36][C:35]([C:38]5[C:39]([C:44]#[N:45])=[CH:40][CH:41]=[CH:42][CH:43]=5)=[CH:34][CH:33]=4)[C:27]([CH2:46][CH2:47][CH3:48])=[N:26][C:25]=3[CH2:49][CH3:50])[C:16]=2[O:15]1. Product: [CH3:51][C:14]1([CH3:13])[CH2:18][C:17]2[CH:19]=[CH:20][CH:21]=[C:22]([O:23][C:24]3[C:29](=[O:30])[N:28]([CH2:31][C:32]4[CH:37]=[CH:36][C:35]([C:38]5[CH:43]=[CH:42][CH:41]=[CH:40][C:39]=5[C:44]5[NH:3][C:4](=[O:7])[O:5][N:45]=5)=[CH:34][CH:33]=4)[C:27]([CH2:46][CH2:47][CH3:48])=[N:26][C:25]=3[CH2:49][CH3:50])[C:16]=2[O:15]1. The catalyst class is: 13. (5) Reactant: [Cl:1][CH2:2][C:3]1[NH:7][C:6]2[CH:8]=[CH:9][CH:10]=[CH:11][C:5]=2[N:4]=1.[C:12]([O:16][C:17](O[C:17]([O:16][C:12]([CH3:15])([CH3:14])[CH3:13])=[O:18])=[O:18])([CH3:15])([CH3:14])[CH3:13]. Product: [Cl:1][CH2:2][C:3]1[N:4]([C:17]([O:16][C:12]([CH3:15])([CH3:14])[CH3:13])=[O:18])[C:5]2[CH:11]=[CH:10][CH:9]=[CH:8][C:6]=2[N:7]=1. The catalyst class is: 112.